This data is from Reaction yield outcomes from USPTO patents with 853,638 reactions. The task is: Predict the reaction yield, written as a fraction of the theoretical maximum amount of product (1.0 means a 100% yield; for example, 0.34 means a 34% yield). (1) The reactants are [Cl-].O[NH3+:3].[C:4](=[O:7])([O-])[OH:5].[Na+].CS(C)=O.[CH3:13][O:14][CH2:15][C:16]1[N:17]=[C:18]([CH3:44])[N:19]([CH2:38][C:39]2[S:40][CH:41]=[CH:42][CH:43]=2)[C:20](=[O:37])[C:21]=1[CH2:22][C:23]1[CH:28]=[CH:27][C:26]([C:29]2[C:30]([C:35]#[N:36])=[CH:31][CH:32]=[CH:33][CH:34]=2)=[CH:25][CH:24]=1. The catalyst is C(OCC)(=O)C. The product is [CH3:13][O:14][CH2:15][C:16]1[N:17]=[C:18]([CH3:44])[N:19]([CH2:38][C:39]2[S:40][CH:41]=[CH:42][CH:43]=2)[C:20](=[O:37])[C:21]=1[CH2:22][C:23]1[CH:24]=[CH:25][C:26]([C:29]2[CH:34]=[CH:33][CH:32]=[CH:31][C:30]=2[C:35]2[NH:3][C:4](=[O:7])[O:5][N:36]=2)=[CH:27][CH:28]=1. The yield is 0.520. (2) The reactants are Cl.[NH2:2][C:3]1[N:8]=[C:7](I)[CH:6]=[C:5]([NH:10][CH2:11][CH3:12])[N:4]=1.[C:13]([O:17][CH2:18][CH3:19])(=[O:16])[CH:14]=[CH2:15].[CH2:20](N(CC)CC)C.CN(C=O)C. The catalyst is C1C=CC([P]([Pd]([P](C2C=CC=CC=2)(C2C=CC=CC=2)C2C=CC=CC=2)([P](C2C=CC=CC=2)(C2C=CC=CC=2)C2C=CC=CC=2)[P](C2C=CC=CC=2)(C2C=CC=CC=2)C2C=CC=CC=2)(C2C=CC=CC=2)C2C=CC=CC=2)=CC=1.CC(C)=O. The product is [NH2:2][C:3]1[N:4]=[C:5]([NH:10][CH2:11][CH3:12])[C:6](/[CH:15]=[CH:14]/[C:13]([O:17][CH2:18][CH3:19])=[O:16])=[C:7]([CH3:20])[N:8]=1. The yield is 0.670. (3) The reactants are [Cl:1][C:2]1[CH:7]=[CH:6][C:5]([S:8]([CH2:11][CH2:12][C:13]([OH:15])=O)(=[O:10])=[O:9])=[CH:4][CH:3]=1.C(Cl)(=O)C([Cl:19])=O.CN(C=O)C. The catalyst is C(Cl)Cl. The product is [Cl:1][C:2]1[CH:7]=[CH:6][C:5]([S:8]([CH2:11][CH2:12][C:13]([Cl:19])=[O:15])(=[O:10])=[O:9])=[CH:4][CH:3]=1. The yield is 1.00.